This data is from Microsomal clearance measurements from AstraZeneca. The task is: Regression/Classification. Given a drug SMILES string, predict its absorption, distribution, metabolism, or excretion properties. Task type varies by dataset: regression for continuous measurements (e.g., permeability, clearance, half-life) or binary classification for categorical outcomes (e.g., BBB penetration, CYP inhibition). For this dataset (clearance_microsome_az), we predict log10(clearance) (log10 of the in vitro intrinsic clearance, CLint, in uL/min per mg of human liver microsomal protein, equivalently mL/min/g; values are censored to the assay range of 3 to 150, which is 0.477 to 2.18 on this log10 scale). (1) The molecule is CCS(=O)(=O)c1ccc2[nH]c(-c3cccc(-c4ccccc4)c3)nc2c1. The log10(clearance) is 1.16. (2) The compound is Cc1c(Cl)ccc(OC2CCN(C[C@H](O)CNC(=O)c3c[nH]c(=O)c4cc(S(C)(=O)=O)ccc34)CC2)c1Cl. The log10(clearance) is 1.11. (3) The compound is CCS(=O)(=O)c1ccc(-c2cc(C(F)(F)F)ccc2OCC(=O)O)c(Cl)c1. The log10(clearance) is 0.480. (4) The drug is O=c1nc(NCc2ccccc2)sn1Cc1ccccc1. The log10(clearance) is 2.18. (5) The log10(clearance) is 1.18. The molecule is COc1ccccc1Oc1c(NS(=O)(=O)c2ccc(C(C)(C)C)cc2)nc(-c2ncccn2)nc1OCCO.